Dataset: Forward reaction prediction with 1.9M reactions from USPTO patents (1976-2016). Task: Predict the product of the given reaction. (1) Given the reactants [CH2:1]([O:3][C:4]1[CH:17]=[CH:16][C:15]2[C:14]3[C:9](=[C:10]([F:29])[C:11]([O:18][CH2:19][CH:20]4[CH2:25][CH2:24][CH:23]([CH2:26][CH2:27][CH3:28])[CH2:22][CH2:21]4)=[CH:12][CH:13]=3)[CH:8]([OH:30])[CH:7]([OH:31])[C:6]=2[C:5]=1[F:32])[CH3:2], predict the reaction product. The product is: [CH2:1]([O:3][C:4]1[CH:17]=[CH:16][C:15]2[C:14]3[C:9](=[C:10]([F:29])[C:11]([O:18][CH2:19][CH:20]4[CH2:21][CH2:22][CH:23]([CH2:26][CH2:27][CH3:28])[CH2:24][CH2:25]4)=[CH:12][CH:13]=3)[C:8](=[O:30])[C:7](=[O:31])[C:6]=2[C:5]=1[F:32])[CH3:2]. (2) Given the reactants [CH3:1][C:2]1[CH:12]=[CH:11][C:5]2[NH:6][C:7](=[O:10])[CH2:8][O:9][C:4]=2[CH:3]=1.C([O-])([O-])=O.[Cs+].[Cs+].[Cl:19][CH2:20][CH2:21][CH2:22]I, predict the reaction product. The product is: [Cl:19][CH2:20][CH2:21][CH2:22][N:6]1[C:5]2[CH:11]=[CH:12][C:2]([CH3:1])=[CH:3][C:4]=2[O:9][CH2:8][C:7]1=[O:10]. (3) Given the reactants [Cl:1][C:2]1[CH:3]=[CH:4][N:5]=[C:6]2[C:11]=1[N:10]=[CH:9][C:8]([O:12][CH3:13])=[CH:7]2.Cl.C([O:19][C:20](=[O:23])[CH2:21][NH2:22])(C)(C)C, predict the reaction product. The product is: [ClH:1].[CH3:13][O:12][C:8]1[CH:7]=[C:6]2[C:11]([C:2]([NH:22][CH2:21][C:20]([OH:23])=[O:19])=[CH:3][CH:4]=[N:5]2)=[N:10][CH:9]=1. (4) Given the reactants O[CH2:2][C:3]([C:5]1[CH:10]=[CH:9][CH:8]=[CH:7][CH:6]=1)=[O:4].O1CCN([C:17]2[CH:24]=[CH:23][C:20]([CH:21]=O)=[CH:19][CH:18]=2)CC1.O(C)[Na], predict the reaction product. The product is: [C:20]1([CH:21]=[CH:2][C:3]([C:5]2[CH:10]=[CH:9][CH:8]=[CH:7][CH:6]=2)=[O:4])[CH:23]=[CH:24][CH:17]=[CH:18][CH:19]=1. (5) The product is: [S:1]1[C:5]2[CH:6]=[CH:7][CH:8]=[CH:9][C:4]=2[N:3]=[C:2]1[NH:10][C:11]([C:13]1[CH:14]=[CH:15][CH:16]=[C:17]2[C:22]=1[CH2:21][N:20]([C:23]1[N:28]=[C:27]([C:29]([O:31][C:32]([CH3:35])([CH3:34])[CH3:33])=[O:30])[C:26]([C:36]3[CH:37]=[C:38]4[C:43](=[CH:44][CH:45]=3)[CH2:42][N:41]([CH2:46][C:47]3[CH:52]=[CH:51][CH:50]=[CH:49][CH:48]=3)[CH2:40][CH2:39]4)=[CH:25][CH:24]=1)[CH2:19][CH2:18]2)=[O:12]. Given the reactants [S:1]1[C:5]2[CH:6]=[CH:7][CH:8]=[CH:9][C:4]=2[N:3]=[C:2]1[NH:10][C:11]([C:13]1[CH:14]=[CH:15][CH:16]=[C:17]2[C:22]=1[CH2:21][N:20]([C:23]1[N:28]=[C:27]([C:29]([O:31][C:32]([CH3:35])([CH3:34])[CH3:33])=[O:30])[C:26]([C:36]3[CH:37]=[C:38]4[C:43](=[CH:44][CH:45]=3)[CH2:42][NH:41][CH2:40][CH2:39]4)=[CH:25][CH:24]=1)[CH2:19][CH2:18]2)=[O:12].[CH:46](=O)[C:47]1[CH:52]=[CH:51][CH:50]=[CH:49][CH:48]=1.C(O)(=O)C.CO, predict the reaction product.